From a dataset of Full USPTO retrosynthesis dataset with 1.9M reactions from patents (1976-2016). Predict the reactants needed to synthesize the given product. (1) Given the product [Cl:8][C:6]1[C:5]([Cl:9])=[C:4]([NH:21][C@@H:22]([CH3:25])[CH2:23][OH:24])[C:3]([Cl:11])=[C:2]([Cl:1])[N:7]=1, predict the reactants needed to synthesize it. The reactants are: [Cl:1][C:2]1[N:7]=[C:6]([Cl:8])[C:5]([Cl:9])=[C:4](Cl)[C:3]=1[Cl:11].CCN(C(C)C)C(C)C.[NH2:21][C@@H:22]([CH3:25])[CH2:23][OH:24]. (2) Given the product [CH3:21][C:6]([S:8]([C:11]1[CH:16]=[CH:15][CH:14]=[C:13]([C:17]([F:19])([F:20])[F:18])[CH:12]=1)(=[O:10])=[O:9])([CH3:7])[CH2:5][CH2:4][NH2:1], predict the reactants needed to synthesize it. The reactants are: [N:1]([CH2:4][CH2:5][C:6]([CH3:21])([S:8]([C:11]1[CH:16]=[CH:15][CH:14]=[C:13]([C:17]([F:20])([F:19])[F:18])[CH:12]=1)(=[O:10])=[O:9])[CH3:7])=[N+]=[N-].